This data is from Antibody developability classification from SAbDab with 2,409 antibodies. The task is: Regression/Classification. Given an antibody's heavy chain and light chain sequences, predict its developability. TAP uses regression for 5 developability metrics; SAbDab uses binary classification. (1) The antibody is ['5fxc', 'PROT_4F140F4E']. Result: 0 (not developable). (2) The antibody is ['EVQLQQSGPELVKPGASVKMSCKASGYTFTSYVIHWVKQKPGQGLEWIGYIYPYNDGTIYNEKFKGKATLTSDTSSSTVYMELISLTAEDSAVYWCVRERDNYGVYWGQGTTLTVSS', 'DVLLTQTPLSLPVSLGDQASISCRSSQSIVHSNGNTYLEWYLQKPGQSPELLIYKVSNRFYGVPDRFSGSGSGTDFTLKISRVEAEDLGVYYCFQDSHIPYTFGGGTRLEIK']. Result: 0 (not developable). (3) The antibody is ['EVQLVESGGGLVQPGGSLKLSCAASGFTFSSFAMSWGRQTPDKRLELVATINSNGASTYYPDTVKGRFTISRDNAKNTLFLQMSSLKSEDTAMYYCTRDPAGRAWFAYWGQGTLVTVSA', 'QIVLTQSPSSMYASLGERVTITCKASQDINNYLSWFQQKPGKSPKTLIYRADRLVDGVPSRVSGSGSGQDYSLTISSLEYEDLGIYYCLQYDELPYTFGGGTKLEIK']. Result: 0 (not developable). (4) The antibody is ['QVQLQESGGGLVQPGGSLKLSCAASGFTFRDYYMYWVRQTPEKRLEWVAFISNGGGSTYYPDTVKGRFTISRDNAKNTLYLQMSRLKSEDTAMYYCARGRGYVWFAYWGQGTTVTVSS', 'QLVLTQSSSASFSLGASAKLTCTLSSQHSTYTIEWYQQQPLKPPKYVMELKKDGSHSTGDGIPDRFSGSSSGADRYLSISNIQPEDEAIYICGVGDTIKEQFVYVFGGGTKVTV']. Result: 0 (not developable). (5) Result: 0 (not developable). The antibody is ['EVQLVESGGGLVQPGGSLRLSCAASGFTFTDYTMDWVRYAPGKGLEWVADVNPNSGGSIYNQRFKGRFTLSVDRSKNTLYLQMNSLRAEDTAVYYCARNLGPSFYFDYWGQGTLVTVSS', 'DIQMTQSPSSLSASVGDRVTITCKASQDVSIGVAWYQRKPGKAPKLLIYSASYRYTGVPSRFSGSGSGTDFTLTISSLQPEDFATYYCQQYYIYPYTFGQGTKVEIK']. (6) The antibody is ['2atk', 'PROT_7E7F8549']. Result: 0 (not developable). (7) The antibody is ['EVQLQQWGAGLLKPSETLSLTCAVYGGSFSDYYWSWIRQPPGKGLEWIGEINHSGSTNYNPSLKSRVTISVDTSKNQFSLKLSSVTAADTAVYYCARPPHDTSGHYWNYWGQGTLVTVSS', 'EIVLTQSPATLSLSPGERATLSCGASQSVSSNYLAWYQQKPGQAPRLLIYDASSRATGIPDRFSGSGSGTDFTLTISRLEPEDFAVYYCQQYGSSPLTFGGGTKVEIK']. Result: 0 (not developable).